From a dataset of Forward reaction prediction with 1.9M reactions from USPTO patents (1976-2016). Predict the product of the given reaction. (1) Given the reactants Cl[C:2]1[N:10]=[C:9](Cl)[CH:8]=[CH:7][C:3]=1[C:4]([NH2:6])=[O:5].[O:12]([C:19]1[CH:24]=[CH:23][C:22]([OH:25])=[CH:21][CH:20]=1)[C:13]1[CH:18]=[CH:17][CH:16]=[CH:15][CH:14]=1.C(O[C:31](=[O:49])[NH:32][CH2:33][C:34]1[CH:35]=[N:36][CH:37]=[C:38](B2OC(C)(C)C(C)(C)O2)[CH:39]=1)(C)(C)C.[C:50](Cl)(=O)[CH:51]=C, predict the reaction product. The product is: [C:31]([NH:32][CH2:33][C:34]1[CH:39]=[C:38]([C:9]2[CH:8]=[CH:7][C:3]([C:4]([NH2:6])=[O:5])=[C:2]([O:25][C:22]3[CH:21]=[CH:20][C:19]([O:12][C:13]4[CH:18]=[CH:17][CH:16]=[CH:15][CH:14]=4)=[CH:24][CH:23]=3)[N:10]=2)[CH:37]=[N:36][CH:35]=1)(=[O:49])[CH:50]=[CH2:51]. (2) Given the reactants C1(P(C2C=CC=CC=2)C2C=CC=CC=2)C=CC=CC=1.N(C(OC(C)C)=O)=NC(OC(C)C)=O.[S:34]1[CH:38]=[CH:37][C:36]2[CH:39]=[C:40]([OH:43])[CH:41]=[CH:42][C:35]1=2.[C:44]([O:48][C:49](N1CCC[C@H]1CO)=[O:50])([CH3:47])([CH3:46])[CH3:45].[CH2:58]([N:60]([CH2:63][CH3:64])[CH2:61][CH3:62])C, predict the reaction product. The product is: [S:34]1[CH:38]=[CH:37][C:36]2[CH:39]=[C:40]([O:43][CH2:58][N:60]3[CH2:63][CH2:64][CH2:62][CH:61]3[C:49]([O:48][C:44]([CH3:47])([CH3:46])[CH3:45])=[O:50])[CH:41]=[CH:42][C:35]1=2. (3) Given the reactants [CH2:1]([O:8][C:9]1[CH:18]=[C:17]2[C:12]([C:13](O)=[CH:14][CH:15]=[N:16]2)=[CH:11][C:10]=1[O:20][CH3:21])[C:2]1[CH:7]=[CH:6][CH:5]=[CH:4][CH:3]=1.[Na].C(=O)([O-])[O-].C(=O)(O)[O-].[Na+].P(Cl)(Cl)([Cl:34])=O, predict the reaction product. The product is: [CH2:1]([O:8][C:9]1[CH:18]=[C:17]2[C:12]([C:13]([Cl:34])=[CH:14][CH:15]=[N:16]2)=[CH:11][C:10]=1[O:20][CH3:21])[C:2]1[CH:7]=[CH:6][CH:5]=[CH:4][CH:3]=1.